This data is from Catalyst prediction with 721,799 reactions and 888 catalyst types from USPTO. The task is: Predict which catalyst facilitates the given reaction. (1) Reactant: [Cl:1][C:2]1[CH:7]=[CH:6][CH:5]=[C:4]([Cl:8])[C:3]=1[NH:9][C:10](=S)[NH:11][C:12]1[C:13]([NH:24][CH3:25])=[CH:14][C:15]([F:23])=[C:16]([CH:22]=1)[C:17]([O:19][CH2:20][CH3:21])=[O:18].CC(C)N=C=NC(C)C. Product: [Cl:1][C:2]1[CH:7]=[CH:6][CH:5]=[C:4]([Cl:8])[C:3]=1[NH:9][C:10]1[N:24]([CH3:25])[C:13]2[CH:14]=[C:15]([F:23])[C:16]([C:17]([O:19][CH2:20][CH3:21])=[O:18])=[CH:22][C:12]=2[N:11]=1. The catalyst class is: 10. (2) Reactant: [Cl:1][C:2]1[C:6]2[CH:7]=[C:8]([CH:13]=[O:14])[C:9](F)=[C:10]([F:11])[C:5]=2[O:4][N:3]=1.CCN(C(C)C)C(C)C.[CH3:24][C@H:25]1[O:30][C@@H:29]([CH3:31])[CH2:28][NH:27][CH2:26]1. Product: [Cl:1][C:2]1[C:6]2[CH:7]=[C:8]([CH:13]=[O:14])[C:9]([N:27]3[CH2:26][C@H:25]([CH3:24])[O:30][C@H:29]([CH3:31])[CH2:28]3)=[C:10]([F:11])[C:5]=2[O:4][N:3]=1. The catalyst class is: 10. (3) Reactant: [F:1][C:2]([F:16])([F:15])[C:3]1[NH:4][C:5]2[C:10]([CH:11]=1)=[CH:9][C:8]([C:12]#[N:13])=[CH:7][C:6]=2[Br:14].O1CCCC1.B. Product: [F:16][C:2]([F:1])([F:15])[C:3]1[NH:4][C:5]2[C:10]([CH:11]=1)=[CH:9][C:8]([CH2:12][NH2:13])=[CH:7][C:6]=2[Br:14]. The catalyst class is: 1. (4) Reactant: [F:1][C:2]1[CH:7]=[C:6]([I:8])[CH:5]=[CH:4][C:3]=1[NH:9][C:10]1[CH:11]=[N:12][CH:13]=[CH:14][C:15]=1[C:16]1[N:17]=[N:18][NH:19][C:20]=1[Si](C)(C)C.[OH-].[Na+]. Product: [F:1][C:2]1[CH:7]=[C:6]([I:8])[CH:5]=[CH:4][C:3]=1[NH:9][C:10]1[CH:11]=[N:12][CH:13]=[CH:14][C:15]=1[C:16]1[N:17]=[N:18][NH:19][CH:20]=1. The catalyst class is: 36. (5) Reactant: [OH:1][CH:2]1[C:7](=O)[CH2:6][CH2:5][N:4]([C:9]([O:11][CH2:12][CH3:13])=[O:10])[CH2:3]1.[C:14](#[N:18])[CH2:15][C:16]#[N:17].C(NCC)C. Product: [NH2:18][C:14]1[O:1][C:2]2[CH2:3][N:4]([C:9]([O:11][CH2:12][CH3:13])=[O:10])[CH2:5][CH2:6][C:7]=2[C:15]=1[C:16]#[N:17]. The catalyst class is: 8. (6) Reactant: [Br:1][C:2]1[CH:10]=[CH:9][C:5]([C:6](O)=[O:7])=[CH:4][C:3]=1[CH3:11].[CH3:12][S:13]([NH2:16])(=[O:15])=[O:14].CCN=C=NCCCN(C)C.Cl. The catalyst class is: 64. Product: [Br:1][C:2]1[CH:10]=[CH:9][C:5]([C:6]([NH:16][S:13]([CH3:12])(=[O:15])=[O:14])=[O:7])=[CH:4][C:3]=1[CH3:11]. (7) Reactant: [Cl:1][C:2]1[C:3]([F:31])=[C:4]([C@@H:8]2[C@:12]([C:15]3[CH:20]=[CH:19][C:18]([Cl:21])=[CH:17][C:16]=3[F:22])([C:13]#[N:14])[C@H:11]([CH2:23][C:24]([CH3:27])([CH3:26])[CH3:25])[NH:10][C@H:9]2[C:28](O)=[O:29])[CH:5]=[CH:6][CH:7]=1.CCN(C(C)C)C(C)C.C1(P(Cl)(C2C=CC=CC=2)=O)C=CC=CC=1.[NH2:56][C:57]1[CH:62]=[CH:61][C:60]([CH2:63][CH2:64][C:65]([O:67][CH3:68])=[O:66])=[CH:59][CH:58]=1. Product: [Cl:1][C:2]1[C:3]([F:31])=[C:4]([C@@H:8]2[C@:12]([C:15]3[CH:20]=[CH:19][C:18]([Cl:21])=[CH:17][C:16]=3[F:22])([C:13]#[N:14])[C@H:11]([CH2:23][C:24]([CH3:26])([CH3:27])[CH3:25])[NH:10][C@H:9]2[C:28]([NH:56][C:57]2[CH:58]=[CH:59][C:60]([CH2:63][CH2:64][C:65]([O:67][CH3:68])=[O:66])=[CH:61][CH:62]=2)=[O:29])[CH:5]=[CH:6][CH:7]=1. The catalyst class is: 4. (8) Reactant: [CH:1]1([CH2:7][N:8]2[C:12]3[CH:13]=[CH:14][C:15]([NH:17][S:18]([C:21]4[CH:26]=[CH:25][CH:24]=[CH:23][CH:22]=4)(=[O:20])=[O:19])=[CH:16][C:11]=3[N:10]=[C:9]2[CH:27]([CH3:29])[CH3:28])[CH2:6][CH2:5][CH2:4][CH2:3][CH2:2]1.[H-].[Na+].I[CH3:33]. Product: [CH:1]1([CH2:7][N:8]2[C:12]3[CH:13]=[CH:14][C:15]([N:17]([CH3:33])[S:18]([C:21]4[CH:26]=[CH:25][CH:24]=[CH:23][CH:22]=4)(=[O:20])=[O:19])=[CH:16][C:11]=3[N:10]=[C:9]2[CH:27]([CH3:29])[CH3:28])[CH2:2][CH2:3][CH2:4][CH2:5][CH2:6]1. The catalyst class is: 1. (9) Reactant: [C@@H:1]1([N:10]2[CH:17]=[CH:16][C:14]([NH2:15])=[N:13][C:11]2=[O:12])[O:9][C@H:6]([CH2:7][OH:8])[C@@H:4]([OH:5])[C@H:2]1[OH:3].[C:18](OC(=O)C)(=[O:20])[CH3:19]. Product: [C:18]([NH:15][C:14]1[CH:16]=[CH:17][N:10]([C@@H:1]2[O:9][C@H:6]([CH2:7][OH:8])[C@@H:4]([OH:5])[C@H:2]2[OH:3])[C:11](=[O:12])[N:13]=1)(=[O:20])[CH3:19]. The catalyst class is: 3. (10) Reactant: [F:1][C:2]1[CH:10]=[CH:9][CH:8]=[C:7]2[C:3]=1[CH:4]=[CH:5][NH:6]2.[C:11](Cl)(=[O:15])[C:12]([Cl:14])=[O:13]. Product: [F:1][C:2]1[CH:10]=[CH:9][CH:8]=[C:7]2[C:3]=1[C:4]([C:11](=[O:15])[C:12]([Cl:14])=[O:13])=[CH:5][NH:6]2. The catalyst class is: 28.